From a dataset of Reaction yield outcomes from USPTO patents with 853,638 reactions. Predict the reaction yield, written as a fraction of the theoretical maximum amount of product (1.0 means a 100% yield; for example, 0.34 means a 34% yield). (1) The reactants are C(OC([NH:8][C@H:9]([C:11]([NH:13][CH:14]1[N:20]=[C:19]([C:21]2[CH:26]=[CH:25][CH:24]=[CH:23][CH:22]=2)[C:18]2[CH:27]=[CH:28][CH:29]=[CH:30][C:17]=2[N:16]([CH2:31][CH2:32][CH2:33][C:34]([F:37])([F:36])[F:35])[C:15]1=[O:38])=[O:12])[CH3:10])=O)(C)(C)C.C(O)(C(F)(F)F)=O.C(Cl)Cl. No catalyst specified. The product is [NH2:8][C@H:9]([C:11]([NH:13][CH:14]1[N:20]=[C:19]([C:21]2[CH:26]=[CH:25][CH:24]=[CH:23][CH:22]=2)[C:18]2[CH:27]=[CH:28][CH:29]=[CH:30][C:17]=2[N:16]([CH2:31][CH2:32][CH2:33][C:34]([F:37])([F:35])[F:36])[C:15]1=[O:38])=[O:12])[CH3:10]. The yield is 0.680. (2) The reactants are [Cl:1][C:2]1[N:7]=[C:6]([C:8]2[S:12][C:11]([CH:13]([CH3:15])[CH3:14])=[N:10][C:9]=2[C:16]2[CH:17]=[C:18]([CH:20]=[CH:21][CH:22]=2)[NH2:19])[CH:5]=[CH:4][N:3]=1.[F:23][C:24]1[CH:25]=[CH:26][C:27]([O:34][CH3:35])=[C:28]([S:30](Cl)(=[O:32])=[O:31])[CH:29]=1. No catalyst specified. The product is [Cl:1][C:2]1[N:7]=[C:6]([C:8]2[S:12][C:11]([CH:13]([CH3:15])[CH3:14])=[N:10][C:9]=2[C:16]2[CH:17]=[C:18]([NH:19][S:30]([C:28]3[CH:29]=[C:24]([F:23])[CH:25]=[CH:26][C:27]=3[O:34][CH3:35])(=[O:31])=[O:32])[CH:20]=[CH:21][CH:22]=2)[CH:5]=[CH:4][N:3]=1. The yield is 0.790.